Dataset: Full USPTO retrosynthesis dataset with 1.9M reactions from patents (1976-2016). Task: Predict the reactants needed to synthesize the given product. (1) Given the product [Cl:1][C:2]1[N:3]=[CH:4][N:5]=[C:6]([O:8][C:9]2[CH:10]=[CH:11][C:12]([NH:15][C:16]([NH:29][C:28]3[CH:30]=[C:31]([C:33]([F:34])([F:35])[F:36])[CH:32]=[C:26]([CH2:25][N:22]4[CH2:23][CH2:24][N:19]([CH3:18])[CH2:20][CH2:21]4)[CH:27]=3)=[O:17])=[CH:13][CH:14]=2)[CH:7]=1, predict the reactants needed to synthesize it. The reactants are: [Cl:1][C:2]1[CH:7]=[C:6]([O:8][C:9]2[CH:14]=[CH:13][C:12]([N:15]=[C:16]=[O:17])=[CH:11][CH:10]=2)[N:5]=[CH:4][N:3]=1.[CH3:18][N:19]1[CH2:24][CH2:23][N:22]([CH2:25][C:26]2[CH:27]=[C:28]([CH:30]=[C:31]([C:33]([F:36])([F:35])[F:34])[CH:32]=2)[NH2:29])[CH2:21][CH2:20]1. (2) Given the product [Cl:4][C:5]1[C:6]([C:15]([NH:17][CH:18]([C:25]2[CH:30]=[CH:29][CH:28]=[C:27]([CH2:31][N:2]([CH3:3])[CH3:1])[CH:26]=2)[C:19]2([OH:24])[CH2:20][CH2:21][CH2:22][CH2:23]2)=[O:16])=[N:7][CH:8]=[CH:9][C:10]=1[C:11]([F:13])([F:12])[F:14], predict the reactants needed to synthesize it. The reactants are: [CH3:1][NH:2][CH3:3].[Cl:4][C:5]1[C:6]([C:15]([NH:17][CH:18]([C:25]2[CH:30]=[CH:29][CH:28]=[C:27]([CH:31]=O)[CH:26]=2)[C:19]2([OH:24])[CH2:23][CH2:22][CH2:21][CH2:20]2)=[O:16])=[N:7][CH:8]=[CH:9][C:10]=1[C:11]([F:14])([F:13])[F:12].Cl.CNC.C(O[BH-](OC(=O)C)OC(=O)C)(=O)C.[Na+].